Dataset: Reaction yield outcomes from USPTO patents with 853,638 reactions. Task: Predict the reaction yield, written as a fraction of the theoretical maximum amount of product (1.0 means a 100% yield; for example, 0.34 means a 34% yield). The reactants are [Br:1][C:2]1[CH:3]=[C:4]([OH:11])[CH:5]=[C:6]([N+:8]([O-:10])=[O:9])[CH:7]=1.Br[CH2:13][C:14]1[CH:19]=[CH:18][CH:17]=[CH:16][CH:15]=1.C([O-])([O-])=O.[K+].[K+]. The catalyst is CC(C)=O. The product is [CH2:13]([O:11][C:4]1[CH:5]=[C:6]([N+:8]([O-:10])=[O:9])[CH:7]=[C:2]([Br:1])[CH:3]=1)[C:14]1[CH:19]=[CH:18][CH:17]=[CH:16][CH:15]=1. The yield is 0.370.